From a dataset of Forward reaction prediction with 1.9M reactions from USPTO patents (1976-2016). Predict the product of the given reaction. (1) Given the reactants [H-].[Na+].[C:3]([C:5]1[C:10]([C:11]2[NH:15][CH:14]=[C:13]([CH2:16][N:17]([CH3:25])[C:18](=[O:24])[O:19][C:20]([CH3:23])([CH3:22])[CH3:21])[CH:12]=2)=[CH:9][CH:8]=[CH:7][N:6]=1)#[N:4].C1OCCOCCOCCOCCOC1.[C:41]([C:43]1[CH:48]=[CH:47][CH:46]=[CH:45][C:44]=1[S:49](Cl)(=[O:51])=[O:50])#[N:42], predict the reaction product. The product is: [C:41]([C:43]1[CH:48]=[CH:47][CH:46]=[CH:45][C:44]=1[S:49]([N:15]1[C:11]([C:10]2[C:5]([C:3]#[N:4])=[N:6][CH:7]=[CH:8][CH:9]=2)=[CH:12][C:13]([CH2:16][N:17]([CH3:25])[C:18](=[O:24])[O:19][C:20]([CH3:21])([CH3:22])[CH3:23])=[CH:14]1)(=[O:51])=[O:50])#[N:42]. (2) Given the reactants C(O[C:5](=[O:7])[CH3:6])(=O)C.[OH:8][C:9]([C:11]([F:14])([F:13])[F:12])=[O:10].[Cl:15][C:16]1[CH:17]=[CH:18][C:19]([F:44])=[C:20]([C:22]([CH:24]2[CH2:29][CH2:28][N:27]([C:30]3[N:35]=[C:34]4[CH2:36][NH:37][CH2:38][CH2:39][C:33]4=[N:32][C:31]=3[NH:40][CH:41]([CH3:43])[CH3:42])[CH2:26][CH2:25]2)=[O:23])[CH:21]=1.N1C=CC=CC=1, predict the reaction product. The product is: [Cl:15][C:16]1[CH:17]=[CH:18][C:19]([F:44])=[C:20]([CH:21]=1)[C:22]([CH:24]1[CH2:29][CH2:28][N:27]([C:30]2[N:35]=[C:34]3[CH2:36][N:37]([C:5](=[O:7])[CH3:6])[CH2:38][CH2:39][C:33]3=[N:32][C:31]=2[NH:40][CH:41]([CH3:42])[CH3:43])[CH2:26][CH2:25]1)=[O:23].[C:9]([OH:10])([C:11]([F:14])([F:13])[F:12])=[O:8]. (3) Given the reactants [N:1]1[CH:6]=[CH:5][CH:4]=[C:3]([C:7]2[CH:15]=[C:14]3[C:10]([CH2:11][C:12](=[O:16])[NH:13]3)=[CH:9][CH:8]=2)[CH:2]=1.[CH2:17]([N:19]([CH2:36][CH3:37])[CH2:20][CH2:21][NH:22][C:23]([C:25]1[NH:26][C:27]([CH:34]=O)=[C:28]2[C:33]=1[CH2:32][CH2:31][CH2:30][CH2:29]2)=[O:24])[CH3:18], predict the reaction product. The product is: [CH2:36]([N:19]([CH2:17][CH3:18])[CH2:20][CH2:21][NH:22][C:23]([C:25]1[NH:26][C:27]([CH:34]=[C:11]2[C:10]3[C:14](=[CH:15][C:7]([C:3]4[CH:2]=[N:1][CH:6]=[CH:5][CH:4]=4)=[CH:8][CH:9]=3)[NH:13][C:12]2=[O:16])=[C:28]2[C:33]=1[CH2:32][CH2:31][CH2:30][CH2:29]2)=[O:24])[CH3:37]. (4) The product is: [F:23][C:21]1[CH:20]=[CH:19][C:17]2[N:18]=[C:14]([NH:13][C@H:9]3[CH2:10][CH2:11][CH2:12][C@@H:8]3[N:6]([CH3:7])[C:4](=[O:5])[C:3]3[CH:24]=[CH:25][CH:26]=[CH:27][C:2]=3[C:51]3[O:50][N:49]=[C:48]([CH3:47])[N:52]=3)[S:15][C:16]=2[CH:22]=1. Given the reactants F[C:2]1[CH:27]=[CH:26][CH:25]=[C:24](F)[C:3]=1[C:4]([N:6]([C@H:8]1[CH2:12][CH2:11][CH2:10][C@@H:9]1[NH:13][C:14]1[S:15][C:16]2[CH:22]=[C:21]([F:23])[CH:20]=[CH:19][C:17]=2[N:18]=1)[CH3:7])=[O:5].FC1C=CC2N=C(N[C@H]3CCC[C@@H]3NC)SC=2C=1.[CH3:47][C:48]1[N:52]=[C:51](C2C=CC=CC=2C(O)=O)[O:50][N:49]=1, predict the reaction product. (5) Given the reactants [N+:1]([C:4]1[CH:5]=[C:6]2[C:11](=[CH:12][CH:13]=1)[NH:10][C:9](=O)[NH:8][C:7]2=O)([O-:3])=[O:2].P(Cl)(Cl)(Cl)=O.N1C(C)=CC(C)=CC=1C.[ClH:30].[CH2:31]([O:34][CH2:35][CH2:36][NH2:37])[CH2:32][CH3:33].C(N(CC)CC)C, predict the reaction product. The product is: [Cl:30][C:9]1[N:8]=[C:7]([NH:37][CH2:36][CH2:35][O:34][CH2:31][CH2:32][CH3:33])[C:6]2[C:11](=[CH:12][CH:13]=[C:4]([N+:1]([O-:3])=[O:2])[CH:5]=2)[N:10]=1. (6) The product is: [OH:31][C:26]1[CH:27]=[CH:28][CH:29]=[CH:30][C:25]=1[C:16]1[N:15]=[C:14]([N:11]2[CH2:12][CH2:13][C@@H:9]([NH:8][C:33](=[O:34])[O:35][CH2:36][CH:37]([CH3:39])[CH3:38])[CH2:10]2)[C:23]2[C:18](=[CH:19][C:20]([CH3:24])=[CH:21][CH:22]=2)[N:17]=1. Given the reactants C(N(CC)CC)C.[NH2:8][C@@H:9]1[CH2:13][CH2:12][N:11]([C:14]2[C:23]3[C:18](=[CH:19][C:20]([CH3:24])=[CH:21][CH:22]=3)[N:17]=[C:16]([C:25]3[CH:30]=[CH:29][CH:28]=[CH:27][C:26]=3[OH:31])[N:15]=2)[CH2:10]1.Cl[C:33]([O:35][CH2:36][CH:37]([CH3:39])[CH3:38])=[O:34], predict the reaction product. (7) The product is: [Cl:3][C:4]1[CH:9]=[N:8][CH:7]=[C:6]([O:10][CH2:16][CH3:17])[CH:5]=1. Given the reactants [H-].[Na+].[Cl:3][C:4]1[CH:5]=[C:6]([OH:10])[CH:7]=[N:8][CH:9]=1.CN(C=O)C.[CH2:16](I)[CH3:17], predict the reaction product.